From a dataset of Forward reaction prediction with 1.9M reactions from USPTO patents (1976-2016). Predict the product of the given reaction. (1) Given the reactants [NH2:1][C:2]1[N:3]=[CH:4][N:5]([CH2:7][C:8]([O:10][CH2:11][CH3:12])=[O:9])[CH:6]=1.CCN(C(C)C)C(C)C.[CH3:22][C:23]([O:26][C:27](O[C:27]([O:26][C:23]([CH3:25])([CH3:24])[CH3:22])=[O:28])=[O:28])([CH3:25])[CH3:24].O, predict the reaction product. The product is: [C:23]([O:26][C:27]([NH:1][C:2]1[N:3]=[CH:4][N:5]([CH2:7][C:8]([O:10][CH2:11][CH3:12])=[O:9])[CH:6]=1)=[O:28])([CH3:25])([CH3:24])[CH3:22]. (2) Given the reactants C([N:4]1[C:12]2[C:7](=[CH:8][C:9]([N+:13]([O-:15])=[O:14])=[CH:10][CH:11]=2)[C:6](=[C:16](OCC)[C:17]2[CH:22]=[CH:21][CH:20]=[CH:19][CH:18]=2)[C:5]1=[O:26])(=O)C.[C:27]([N:30]([C:32]1[CH:38]=[CH:37][C:35]([NH2:36])=[CH:34][CH:33]=1)[CH3:31])(=[O:29])[CH3:28].[OH-].[Na+], predict the reaction product. The product is: [C:27]([N:30]([C:32]1[CH:38]=[CH:37][C:35]([NH:36]/[C:16](=[C:6]2\[C:5](=[O:26])[NH:4][C:12]3[C:7]\2=[CH:8][C:9]([N+:13]([O-:15])=[O:14])=[CH:10][CH:11]=3)/[C:17]2[CH:18]=[CH:19][CH:20]=[CH:21][CH:22]=2)=[CH:34][CH:33]=1)[CH3:31])(=[O:29])[CH3:28].